This data is from KCNQ2 potassium channel screen with 302,405 compounds. The task is: Binary Classification. Given a drug SMILES string, predict its activity (active/inactive) in a high-throughput screening assay against a specified biological target. (1) The compound is S1\C(=C\c2cccnc2)C(=O)N=C1NO. The result is 0 (inactive). (2) The molecule is Brc1c(NC(=O)Cn2n3c(nc(=O)cc3C)c3c2cccc3)cccc1. The result is 0 (inactive).